From a dataset of Forward reaction prediction with 1.9M reactions from USPTO patents (1976-2016). Predict the product of the given reaction. (1) Given the reactants Cl[C:2]([O:4][CH2:5][CH:6]([CH3:8])[CH3:7])=[O:3].Cl.[CH3:10][N:11]1[CH2:16][CH2:15][N:14]([C:17]2[CH:22]=[C:21]([C:23]3[CH:32]=[C:31]4[C:26]([CH2:27][CH2:28][NH:29][CH2:30]4)=[CH:25][CH:24]=3)[N:20]=[C:19]([NH2:33])[N:18]=2)[CH2:13][CH2:12]1, predict the reaction product. The product is: [NH2:33][C:19]1[N:20]=[C:21]([C:23]2[CH:32]=[C:31]3[C:26]([CH2:27][CH2:28][N:29]([C:2]([O:4][CH2:5][CH:6]([CH3:8])[CH3:7])=[O:3])[CH2:30]3)=[CH:25][CH:24]=2)[CH:22]=[C:17]([N:14]2[CH2:13][CH2:12][N:11]([CH3:10])[CH2:16][CH2:15]2)[N:18]=1. (2) Given the reactants [C@@H:1]12[CH2:6][C@@H:5]1[CH2:4][NH:3][C@@H:2]2[CH2:7][NH:8][C:9]([C:11]1[N:18]2[C:14]([S:15][CH:16]=[CH:17]2)=[N:13][C:12]=1[CH3:19])=[O:10].[CH3:20][C:21]1[S:22][C:23]([C:29]2[CH:34]=[CH:33][C:32]([CH3:35])=[CH:31][CH:30]=2)=[C:24]([C:26](O)=[O:27])[N:25]=1, predict the reaction product. The product is: [CH3:20][C:21]1[S:22][C:23]([C:29]2[CH:34]=[CH:33][C:32]([CH3:35])=[CH:31][CH:30]=2)=[C:24]([C:26]([N:3]2[CH2:4][C@@H:5]3[C@@H:1]([CH2:6]3)[C@H:2]2[CH2:7][NH:8][C:9]([C:11]2[N:18]3[C:14]([S:15][CH:16]=[CH:17]3)=[N:13][C:12]=2[CH3:19])=[O:10])=[O:27])[N:25]=1. (3) The product is: [CH3:1][C:2]1[CH:11]=[CH:10][C:9]2[C:4](=[CH:5][CH:6]=[CH:7][C:8]=2[N:12]2[CH2:17][CH2:16][NH:15][CH2:14][CH2:13]2)[N:3]=1. Given the reactants [CH3:1][C:2]1[CH:11]=[CH:10][C:9]2[C:4](=[CH:5][CH:6]=[CH:7][C:8]=2[N:12]2[CH2:17][CH2:16][N:15](C(OC(C)(C)C)=O)[CH2:14][CH2:13]2)[N:3]=1.FC(F)(F)C(O)=O, predict the reaction product. (4) Given the reactants [Cl:1][C:2]1[CH:17]=[CH:16][C:5]([C:6]([NH:8][C:9]2[CH:14]=[CH:13][C:12]([CH3:15])=[CH:11][CH:10]=2)=[S:7])=[CH:4][C:3]=1[C:18]([F:21])([F:20])[F:19], predict the reaction product. The product is: [Cl:1][C:2]1[CH:17]=[CH:16][C:5]([C:6]2[S:7][C:14]3[CH:13]=[C:12]([CH3:15])[CH:11]=[CH:10][C:9]=3[N:8]=2)=[CH:4][C:3]=1[C:18]([F:21])([F:19])[F:20].